Dataset: Peptide-MHC class II binding affinity with 134,281 pairs from IEDB. Task: Regression. Given a peptide amino acid sequence and an MHC pseudo amino acid sequence, predict their binding affinity value. This is MHC class II binding data. (1) The peptide sequence is KPTGAGPKDNGGACG. The MHC is HLA-DPA10103-DPB10401 with pseudo-sequence HLA-DPA10103-DPB10401. The binding affinity (normalized) is 0. (2) The peptide sequence is RNGGEIGAVALDYPS. The MHC is HLA-DQA10501-DQB10302 with pseudo-sequence HLA-DQA10501-DQB10302. The binding affinity (normalized) is 0.458. (3) The MHC is H-2-IAb with pseudo-sequence H-2-IAb. The peptide sequence is GFVGLCRTLGSKCVR. The binding affinity (normalized) is 0.235. (4) The MHC is HLA-DQA10102-DQB10501 with pseudo-sequence HLA-DQA10102-DQB10501. The peptide sequence is KTLGVNMVRRGVRSL. The binding affinity (normalized) is 0.590. (5) The peptide sequence is DIKVQFQSGGNNSPA. The MHC is DRB4_0101 with pseudo-sequence DRB4_0103. The binding affinity (normalized) is 0.710. (6) The peptide sequence is KEPLKECGGILQAYD. The MHC is HLA-DQA10501-DQB10201 with pseudo-sequence HLA-DQA10501-DQB10201. The binding affinity (normalized) is 0.176.